Predict the reaction yield, written as a fraction of the theoretical maximum amount of product (1.0 means a 100% yield; for example, 0.34 means a 34% yield). From a dataset of Reaction yield outcomes from USPTO patents with 853,638 reactions. The reactants are C1C=CC2N(O)N=NC=2C=1.CCN(C(C)C)C(C)C.[F:20][C:21]([F:32])([F:31])[C:22]1[CH:30]=[CH:29][CH:28]=[CH:27][C:23]=1[C:24]([OH:26])=O.CCN=C=NCCCN(C)C.Cl.Cl.[CH2:46]([O:48][C:49](=[O:59])[CH2:50][C:51](=[O:58])[N:52]1[CH2:57][CH2:56][NH:55][CH2:54][CH2:53]1)[CH3:47]. The catalyst is CN(C=O)C.O. The product is [CH2:46]([O:48][C:49](=[O:59])[CH2:50][C:51](=[O:58])[N:52]1[CH2:57][CH2:56][N:55]([C:24](=[O:26])[C:23]2[CH:27]=[CH:28][CH:29]=[CH:30][C:22]=2[C:21]([F:20])([F:32])[F:31])[CH2:54][CH2:53]1)[CH3:47]. The yield is 0.480.